This data is from Full USPTO retrosynthesis dataset with 1.9M reactions from patents (1976-2016). The task is: Predict the reactants needed to synthesize the given product. (1) Given the product [CH:9]1[CH:8]=[C:7]([CH:6]([OH:12])[C:13]([C:14]2[O:18][CH:17]=[CH:16][CH:15]=2)=[O:19])[O:11][CH:10]=1, predict the reactants needed to synthesize it. The reactants are: O1CCCC1.[CH:6](=[O:12])[C:7]1[O:11][CH:10]=[CH:9][CH:8]=1.[CH:13](=[O:19])[CH:14]1[O:18][CH2:17][CH2:16][CH2:15]1. (2) Given the product [Cl:1][C:2]1[CH:7]=[CH:6][C:5]([C:8]2[C:9]([CH:14]([NH:15][S:16]([C:18]([CH3:21])([CH3:20])[CH3:19])=[O:17])[CH2:26][C:25]3[CH:24]=[C:23]([F:22])[CH:31]=[C:30]([F:32])[CH:29]=3)=[N:10][CH:11]=[CH:12][N:13]=2)=[CH:4][CH:3]=1, predict the reactants needed to synthesize it. The reactants are: [Cl:1][C:2]1[CH:7]=[CH:6][C:5]([C:8]2[C:9]([CH:14]=[N:15][S:16]([C:18]([CH3:21])([CH3:20])[CH3:19])=[O:17])=[N:10][CH:11]=[CH:12][N:13]=2)=[CH:4][CH:3]=1.[F:22][C:23]1[CH:24]=[C:25]([CH:29]=[C:30]([F:32])[CH:31]=1)[CH2:26][Mg]Br.C(OCC)(=O)C.[NH4+].[Cl-].